From a dataset of Reaction yield outcomes from USPTO patents with 853,638 reactions. Predict the reaction yield, written as a fraction of the theoretical maximum amount of product (1.0 means a 100% yield; for example, 0.34 means a 34% yield). The reactants are [CH:1]1([NH:7][N:8]2[C:13](=[O:14])[C:12]([C:15]3[NH:20][C:19]4[CH:21]=[CH:22][C:23]([OH:25])=[CH:24][C:18]=4[S:17](=[O:27])(=[O:26])[N:16]=3)=[C:11]([OH:28])[C:10]3[S:29][CH:30]=[CH:31][C:9]2=3)[CH2:6][CH2:5][CH2:4][CH2:3][CH2:2]1.C(=O)([O-])[O-].[Cs+].[Cs+].Br[CH2:39][C:40]([NH2:42])=[O:41].Cl. The catalyst is [I-].C([N+](CCCC)(CCCC)CCCC)CCC.CN(C)C=O.O. The product is [CH:1]1([NH:7][N:8]2[C:13](=[O:14])[C:12]([C:15]3[NH:20][C:19]4[CH:21]=[CH:22][C:23]([O:25][CH2:39][C:40]([NH2:42])=[O:41])=[CH:24][C:18]=4[S:17](=[O:27])(=[O:26])[N:16]=3)=[C:11]([OH:28])[C:10]3[S:29][CH:30]=[CH:31][C:9]2=3)[CH2:2][CH2:3][CH2:4][CH2:5][CH2:6]1. The yield is 0.210.